This data is from Full USPTO retrosynthesis dataset with 1.9M reactions from patents (1976-2016). The task is: Predict the reactants needed to synthesize the given product. (1) The reactants are: [CH2:1]([C:5]1([CH2:37][CH2:38][CH2:39][CH3:40])[CH2:11][N:10]([C:12]2[CH:27]=[CH:26][C:15]([O:16][CH2:17][C:18]3[CH:23]=[CH:22][C:21]([CH2:24][Cl:25])=[CH:20][CH:19]=3)=[CH:14][CH:13]=2)[C:9]2[CH:28]=[C:29]([N:32]([CH3:34])[CH3:33])[CH:30]=[CH:31][C:8]=2[S:7](=[O:36])(=[O:35])[CH2:6]1)[CH2:2][CH2:3][CH3:4].[N:41]12[CH2:48][CH2:47][N:44]([CH2:45][CH2:46]1)[CH2:43][CH2:42]2. Given the product [Cl-:25].[CH2:1]([C:5]1([CH2:37][CH2:38][CH2:39][CH3:40])[CH2:11][N:10]([C:12]2[CH:27]=[CH:26][C:15]([O:16][CH2:17][C:18]3[CH:23]=[CH:22][C:21]([CH2:24][N+:41]45[CH2:48][CH2:47][N:44]([CH2:45][CH2:46]4)[CH2:43][CH2:42]5)=[CH:20][CH:19]=3)=[CH:14][CH:13]=2)[C:9]2[CH:28]=[C:29]([N:32]([CH3:34])[CH3:33])[CH:30]=[CH:31][C:8]=2[S:7](=[O:36])(=[O:35])[CH2:6]1)[CH2:2][CH2:3][CH3:4], predict the reactants needed to synthesize it. (2) Given the product [CH:49]1([N:52]([CH2:23][C:21]2[CH:20]=[N:19][C:17]3[O:18][C:13]4[C:12]([N:25]5[CH2:26][CH2:27][O:28][CH2:29][CH2:30]5)=[N:11][C:10]([C:5]5[CH:6]=[CH:7][CH:8]=[C:9]6[C:4]=5[CH:3]=[CH:2][NH:1]6)=[N:15][C:14]=4[C:16]=3[CH:22]=2)[CH3:53])[CH2:51][CH2:50]1, predict the reactants needed to synthesize it. The reactants are: [NH:1]1[C:9]2[C:4](=[C:5]([C:10]3[N:11]=[C:12]([N:25]4[CH2:30][CH2:29][O:28][CH2:27][CH2:26]4)[C:13]4[O:18][C:17]5[N:19]=[CH:20][C:21]([CH:23]=O)=[CH:22][C:16]=5[C:14]=4[N:15]=3)[CH:6]=[CH:7][CH:8]=2)[CH:3]=[CH:2]1.[BH3-]C#N.[Na+].[BH-](OC(C)=O)(OC(C)=O)OC(C)=O.[Na+].[CH:49]1([NH:52][CH3:53])[CH2:51][CH2:50]1. (3) Given the product [CH3:1][O:2][C:3](=[O:25])[C@H:4]([CH2:21][CH2:22][S:23][CH3:24])[NH:5][C:6](=[O:20])[C:7]1[CH:12]=[CH:11][C:10]([S:13][C:32]([NH:31][C:27]2[S:26][CH:30]=[CH:29][N:28]=2)=[O:33])=[CH:9][C:8]=1[C:14]1[CH:15]=[CH:16][CH:17]=[CH:18][CH:19]=1, predict the reactants needed to synthesize it. The reactants are: [CH3:1][O:2][C:3](=[O:25])[C@H:4]([CH2:21][CH2:22][S:23][CH3:24])[NH:5][C:6](=[O:20])[C:7]1[CH:12]=[CH:11][C:10]([SH:13])=[CH:9][C:8]=1[C:14]1[CH:19]=[CH:18][CH:17]=[CH:16][CH:15]=1.[S:26]1[CH:30]=[CH:29][N:28]=[C:27]1[N:31]=[C:32]=[O:33]. (4) Given the product [CH2:1]([O:8][CH2:9][N:10]1[C:14]2[CH:15]=[CH:16][CH:17]=[CH:18][C:13]=2[N:12]=[C:11]1[N:33]([CH2:32][C:31]1[CH:42]=[C:27]([O:26][CH2:24][CH3:25])[CH:28]=[C:29]([O:44][CH:45]([CH3:47])[CH3:46])[C:30]=1[F:43])[C:34]1[CH:41]=[CH:40][C:37]([C:38]#[N:39])=[CH:36][CH:35]=1)[C:2]1[CH:3]=[CH:4][CH:5]=[CH:6][CH:7]=1, predict the reactants needed to synthesize it. The reactants are: [CH2:1]([O:8][CH2:9][N:10]1[C:14]2[CH:15]=[CH:16][CH:17]=[CH:18][C:13]=2[N:12]=[CH:11]1)[C:2]1[CH:7]=[CH:6][CH:5]=[CH:4][CH:3]=1.[Li]CCCC.[CH2:24]([O:26][C:27]1[CH:28]=[C:29]([O:44][CH:45]([CH3:47])[CH3:46])[C:30]([F:43])=[C:31]([CH:42]=1)/[CH:32]=[N:33]/[C:34]1[CH:41]=[CH:40][C:37]([C:38]#[N:39])=[CH:36][CH:35]=1)[CH3:25]. (5) Given the product [Br:1][C:2]1[CH:3]=[CH:4][C:5]([C@@H:8]([C:16]2[CH:21]=[CH:20][CH:19]=[CH:18][C:17]=2[CH3:22])[CH2:9][C:10]([C:24]2[CH:29]=[CH:28][N:27]=[C:26]([CH3:30])[CH:25]=2)=[O:11])=[CH:6][CH:7]=1, predict the reactants needed to synthesize it. The reactants are: [Br:1][C:2]1[CH:7]=[CH:6][C:5]([C@@H:8]([C:16]2[CH:21]=[CH:20][CH:19]=[CH:18][C:17]=2[CH3:22])[CH2:9][C:10](N(OC)C)=[O:11])=[CH:4][CH:3]=1.Br[C:24]1[CH:29]=[CH:28][N:27]=[C:26]([CH3:30])[CH:25]=1.